From a dataset of Full USPTO retrosynthesis dataset with 1.9M reactions from patents (1976-2016). Predict the reactants needed to synthesize the given product. (1) Given the product [CH3:8][N:9]([C:2]1[CH:7]=[N:6][CH:5]=[CH:4][N:3]=1)[NH2:10], predict the reactants needed to synthesize it. The reactants are: Cl[C:2]1[CH:7]=[N:6][CH:5]=[CH:4][N:3]=1.[CH3:8][NH:9][NH2:10]. (2) Given the product [Cl:1][C:2]1[CH:3]=[C:4]2[C:9](=[C:10]([Cl:12])[CH:11]=1)[CH2:8][N:7]([CH3:13])[CH2:6][CH:5]2[C:14]1[CH:19]=[CH:18][C:17]([NH2:20])=[CH:16][CH:15]=1, predict the reactants needed to synthesize it. The reactants are: [Cl:1][C:2]1[CH:3]=[C:4]2[C:9](=[C:10]([Cl:12])[CH:11]=1)[CH2:8][N:7]([CH3:13])[CH2:6][CH:5]2[C:14]1[CH:19]=[CH:18][C:17]([NH:20]C(=O)C)=[CH:16][CH:15]=1.C([O-])C.[Na+]. (3) Given the product [N:21]1[CH:26]=[CH:25][CH:24]=[C:23]([CH2:27][C:28]([N:17]2[CH2:16][CH2:15][C:14]3[C:19](=[CH:20][C:11]([C:9]([NH:8][O:7][CH:2]4[CH2:3][CH2:4][CH2:5][CH2:6][O:1]4)=[O:10])=[CH:12][CH:13]=3)[CH2:18]2)=[O:29])[CH:22]=1, predict the reactants needed to synthesize it. The reactants are: [O:1]1[CH2:6][CH2:5][CH2:4][CH2:3][CH:2]1[O:7][NH:8][C:9]([C:11]1[CH:20]=[C:19]2[C:14]([CH2:15][CH2:16][NH:17][CH2:18]2)=[CH:13][CH:12]=1)=[O:10].[N:21]1[CH:26]=[CH:25][CH:24]=[C:23]([CH2:27][C:28](O)=[O:29])[CH:22]=1.C1C=CC2N(O)N=NC=2C=1.C(Cl)CCl. (4) Given the product [F:40][C:37]1[CH:38]=[CH:39][C:34]([C:32]2[N:3]=[N:2][N:1]([C:4]3[CH:9]=[CH:8][C:7]([C@@H:10]4[O:15][CH2:14][CH2:13][N:12]([C:16]([O:18][C:19]([CH3:22])([CH3:21])[CH3:20])=[O:17])[CH2:11]4)=[CH:6][CH:5]=3)[CH:33]=2)=[CH:35][CH:36]=1, predict the reactants needed to synthesize it. The reactants are: [N:1]([C:4]1[CH:9]=[CH:8][C:7]([C@@H:10]2[O:15][CH2:14][CH2:13][N:12]([C:16]([O:18][C:19]([CH3:22])([CH3:21])[CH3:20])=[O:17])[CH2:11]2)=[CH:6][CH:5]=1)=[N+:2]=[N-:3].C(N(C(C)C)CC)(C)C.[C:32]([C:34]1[CH:39]=[CH:38][C:37]([F:40])=[CH:36][CH:35]=1)#[CH:33]. (5) Given the product [CH2:1]([O:6][S:19]([C:13]1[CH:18]=[CH:17][CH:16]=[CH:15][CH:14]=1)(=[O:21])=[O:20])[CH2:2][CH2:3][CH:4]=[CH2:5], predict the reactants needed to synthesize it. The reactants are: [CH2:1]([OH:6])[CH2:2][CH2:3][CH:4]=[CH2:5].N1C=CC=CC=1.[C:13]1([S:19](Cl)(=[O:21])=[O:20])[CH:18]=[CH:17][CH:16]=[CH:15][CH:14]=1. (6) Given the product [NH2:2][C:1]1[NH:26][N:25]=[C:7]([NH:21][CH2:20][C:19]2[CH:22]=[CH:23][C:16]([S:13]([CH3:12])(=[O:14])=[O:15])=[CH:17][CH:18]=2)[C:3]=1[C:4]([NH2:6])=[O:5], predict the reactants needed to synthesize it. The reactants are: [C:1]([C:3](=[C:7](SC)SC)[C:4]([NH2:6])=[O:5])#[N:2].[CH3:12][S:13]([C:16]1[CH:23]=[CH:22][C:19]([CH2:20][NH2:21])=[CH:18][CH:17]=1)(=[O:15])=[O:14].O.[NH2:25][NH2:26]. (7) The reactants are: Cl[S:2]([OH:5])(=[O:4])=[O:3].[CH:6]([C:9]1[CH:14]=[CH:13][C:12]([N:15]2[CH:19]=[CH:18][CH:17]=[CH:16]2)=[CH:11][CH:10]=1)([CH3:8])[CH3:7]. Given the product [CH:6]([C:9]1[CH:14]=[CH:13][C:12]([N:15]2[CH:19]=[CH:18][CH:17]=[C:16]2[S:2]([OH:5])(=[O:4])=[O:3])=[CH:11][CH:10]=1)([CH3:8])[CH3:7], predict the reactants needed to synthesize it. (8) Given the product [CH2:1]([N:12]1[CH:4]2[CH2:11][CH2:10][CH2:9][CH:8]1[CH2:7][CH:6]([NH:13][C:14](=[O:20])[O:15][C:16]([CH3:17])([CH3:19])[CH3:18])[CH2:5]2)[CH3:2], predict the reactants needed to synthesize it. The reactants are: [CH2:1](I)[CH3:2].[CH:4]12[NH:12][CH:8]([CH2:9][CH2:10][CH2:11]1)[CH2:7][CH:6]([NH:13][C:14](=[O:20])[O:15][C:16]([CH3:19])([CH3:18])[CH3:17])[CH2:5]2. (9) Given the product [CH3:9][C:8]([N+:5]([O-:7])=[O:6])([CH3:10])[CH2:3][CH2:2][C:1]#[N:4], predict the reactants needed to synthesize it. The reactants are: [C:1](#[N:4])[CH:2]=[CH2:3].[N+:5]([CH:8]([CH3:10])[CH3:9])([O-:7])=[O:6]. (10) Given the product [C:1]([CH:5]1[CH2:14][CH2:13][C:12]2[N:11]=[C:10]3[S:15][C:16]([S:18]([CH2:21][CH2:31][Si:32]([CH3:35])([CH3:34])[CH3:33])(=[O:20])=[O:19])=[CH:17][C:9]3=[CH:8][C:7]=2[CH2:6]1)([CH3:4])([CH3:2])[CH3:3], predict the reactants needed to synthesize it. The reactants are: [C:1]([CH:5]1[CH2:14][CH2:13][C:12]2[N:11]=[C:10]3[S:15][C:16]([S:18]([CH3:21])(=[O:20])=[O:19])=[CH:17][C:9]3=[CH:8][C:7]=2[CH2:6]1)([CH3:4])([CH3:3])[CH3:2].C([N-]C(C)C)(C)C.[Li+].I[CH2:31][Si:32]([CH3:35])([CH3:34])[CH3:33].